Dataset: Full USPTO retrosynthesis dataset with 1.9M reactions from patents (1976-2016). Task: Predict the reactants needed to synthesize the given product. (1) The reactants are: [NH2:1][CH:2]([C:32]1[CH:37]=[CH:36][CH:35]=[CH:34][CH:33]=1)[C:3]1[CH:8]=[CH:7][C:6]([C:9]2[C:17]3[C:12](=[N:13][CH:14]=[N:15][C:16]=3[NH2:18])[N:11]([C@H:19]3[CH2:24][CH2:23][C@@H:22]([N:25]4[CH2:30][CH2:29][N:28]([CH3:31])[CH2:27][CH2:26]4)[CH2:21][CH2:20]3)[N:10]=2)=[CH:5][CH:4]=1.[C:38]([O:41][C:42](=[O:44])[CH3:43])(=[O:40])[CH3:39]. Given the product [C:38]([OH:41])(=[O:40])[CH3:39].[C:38]([OH:41])(=[O:40])[CH3:39].[NH2:18][C:16]1[N:15]=[CH:14][N:13]=[C:12]2[N:11]([C@H:19]3[CH2:24][CH2:23][C@@H:22]([N:25]4[CH2:30][CH2:29][N:28]([CH3:31])[CH2:27][CH2:26]4)[CH2:21][CH2:20]3)[N:10]=[C:9]([C:6]3[CH:7]=[CH:8][C:3]([CH:2]([C:32]4[CH:33]=[CH:34][CH:35]=[CH:36][CH:37]=4)[NH:1][C:42](=[O:44])[CH3:43])=[CH:4][CH:5]=3)[C:17]=12, predict the reactants needed to synthesize it. (2) The reactants are: [NH2:1][C:2]1[S:3][C:4]([C:17]2[CH:22]=[CH:21][CH:20]=[C:19]([F:23])[CH:18]=2)=[C:5]([C:7]([N:9]2[C@H:14]([CH2:15][NH2:16])[CH2:13][C@H:12]3[C@@H:10]2[CH2:11]3)=[O:8])[N:6]=1.[CH3:24][C:25]1([CH3:37])[CH2:29][C:28]2[CH:30]=[CH:31][CH:32]=[C:33]([C:34](O)=[O:35])[C:27]=2[O:26]1. Given the product [NH2:1][C:2]1[S:3][C:4]([C:17]2[CH:22]=[CH:21][CH:20]=[C:19]([F:23])[CH:18]=2)=[C:5]([C:7]([N:9]2[C@H:14]([CH2:15][NH:16][C:34]([C:33]3[C:27]4[O:26][C:25]([CH3:37])([CH3:24])[CH2:29][C:28]=4[CH:30]=[CH:31][CH:32]=3)=[O:35])[CH2:13][C@H:12]3[C@@H:10]2[CH2:11]3)=[O:8])[N:6]=1, predict the reactants needed to synthesize it. (3) Given the product [N:34]1([CH:27]2[CH2:11][CH2:10][C:9]([CH3:13])([CH3:12])[C:8]3[CH:7]=[C:6]([C:14]#[C:15][C:16]4[CH:21]=[CH:20][C:19]([CH2:22][C:23]([O:25][CH3:26])=[O:24])=[CH:18][CH:17]=4)[CH:5]=[CH:4][C:3]2=3)[CH:38]=[CH:37][N:36]=[CH:35]1, predict the reactants needed to synthesize it. The reactants are: OC1[CH2:11][CH2:10][C:9]([CH3:13])([CH3:12])[C:8]2[CH:7]=[C:6]([C:14]#[C:15][C:16]3[CH:21]=[CH:20][C:19]([CH2:22][C:23]([O:25][CH3:26])=[O:24])=[CH:18][CH:17]=3)[CH:5]=[CH:4][C:3]1=2.[C:27]([N:34]1[CH:38]=[CH:37][N:36]=[CH:35]1)(N1C=CN=C1)=O. (4) Given the product [CH2:1]([O:3][C:4]1[CH:9]=[CH:8][C:7]([C:10]2[CH:18]=[CH:17][CH:16]=[C:15]3[C:11]=2[CH2:12][CH2:13][C:14]3=[O:19])=[C:6]([O:20][CH2:30][C:31]2[CH:32]=[CH:33][C:34]([S:37]([CH3:40])(=[O:39])=[O:38])=[CH:35][CH:36]=2)[C:5]=1[O:21][CH3:22])[CH3:2], predict the reactants needed to synthesize it. The reactants are: [CH2:1]([O:3][C:4]1[CH:9]=[CH:8][C:7]([C:10]2[CH:18]=[CH:17][CH:16]=[C:15]3[C:11]=2[CH2:12][CH2:13][C:14]3=[O:19])=[C:6]([OH:20])[C:5]=1[O:21][CH3:22])[CH3:2].C(=O)([O-])[O-].[K+].[K+].Br[CH2:30][C:31]1[CH:36]=[CH:35][C:34]([S:37]([CH3:40])(=[O:39])=[O:38])=[CH:33][CH:32]=1. (5) The reactants are: [CH3:1][O:2][C:3]1[C:12]2[C:7](=[CH:8][CH:9]=[CH:10][CH:11]=2)[N:6]=[C:5]([C:13]([OH:15])=[O:14])[CH:4]=1.[C:16]([O-])([O-])=O.[K+].[K+].IC. Given the product [CH3:1][O:2][C:3]1[C:12]2[C:7](=[CH:8][CH:9]=[CH:10][CH:11]=2)[N:6]=[C:5]([C:13]([O:15][CH3:16])=[O:14])[CH:4]=1, predict the reactants needed to synthesize it.